From a dataset of Full USPTO retrosynthesis dataset with 1.9M reactions from patents (1976-2016). Predict the reactants needed to synthesize the given product. (1) Given the product [CH2:23]([O:29][C:30]1[CH:38]=[CH:37][C:33]([C:34]([O:22][C@H:11]([C:12]2[C:17]3[C:16](=[CH:21][CH:20]=[CH:19][CH:18]=3)[N:15]=[CH:14][CH:13]=2)[C@@H:10]2[CH2:9][C@@H:8]3[CH2:7][CH2:6][N:5]2[CH2:4][C@@H:3]3[CH:2]=[CH2:1])=[O:35])=[CH:32][CH:31]=1)[CH2:24][CH2:25][CH2:26][CH2:27][CH3:28], predict the reactants needed to synthesize it. The reactants are: [CH2:1]=[CH:2][C@@H:3]1[C@@H:8]2[CH2:9][C@@H:10]([C@H:11]([OH:22])[C:12]3[CH:13]=[CH:14][N:15]=[C:16]4[CH:21]=[CH:20][CH:19]=[CH:18][C:17]=34)[N:5]([CH2:6][CH2:7]2)[CH2:4]1.[CH2:23]([O:29][C:30]1[CH:38]=[CH:37][C:33]([C:34](O)=[O:35])=[CH:32][CH:31]=1)[CH2:24][CH2:25][CH2:26][CH2:27][CH3:28].C1(N=C=NC2CCCCC2)CCCCC1. (2) The reactants are: C(OC([NH:11][C@H:12]1[CH2:17][CH2:16][N:15]([C:18]2[S:22][C:21]([CH3:23])=[C:20]([C:24]([O:26][CH3:27])=[O:25])[CH:19]=2)[CH2:14][C@H:13]1[O:28][CH3:29])=O)C1C=CC=CC=1.Br.C(O)(=O)C. Given the product [NH2:11][C@H:12]1[CH2:17][CH2:16][N:15]([C:18]2[S:22][C:21]([CH3:23])=[C:20]([C:24]([O:26][CH3:27])=[O:25])[CH:19]=2)[CH2:14][C@H:13]1[O:28][CH3:29], predict the reactants needed to synthesize it. (3) The reactants are: [CH3:1][CH:2]([CH3:14])[CH2:3][CH2:4][C:5]1[NH:6][C:7]2[C:12]([CH:13]=1)=[CH:11][CH:10]=[CH:9][CH:8]=2.C(N1C=CN=C1)(N1C=CN=C1)=[O:16].CC(C)CCC(O)=O.NC1C(C)=CC=CC=1. Given the product [CH3:13][C:12]1[CH:11]=[CH:10][CH:9]=[CH:8][C:7]=1[NH:6][C:5](=[O:16])[CH2:4][CH2:3][CH:2]([CH3:14])[CH3:1], predict the reactants needed to synthesize it. (4) Given the product [NH2:15][C:16]1[N:17]=[CH:18][C:19]([C:22]2[N:26]([C:27]3[CH:28]=[N:29][CH:30]=[CH:31][CH:32]=3)[N:25]=[C:24]([C:33]([N:35]3[CH2:36][CH2:37][C:38]([F:42])([F:41])[CH2:39][CH2:40]3)=[O:34])[CH:23]=2)=[N:20][CH:21]=1, predict the reactants needed to synthesize it. The reactants are: FC(F)(F)C(O)=O.C(OC([NH:15][C:16]1[N:17]=[CH:18][C:19]([C:22]2[N:26]([C:27]3[CH:28]=[N:29][CH:30]=[CH:31][CH:32]=3)[N:25]=[C:24]([C:33]([N:35]3[CH2:40][CH2:39][C:38]([F:42])([F:41])[CH2:37][CH2:36]3)=[O:34])[CH:23]=2)=[N:20][CH:21]=1)=O)(C)(C)C. (5) The reactants are: [CH3:1][C:2]([CH3:7])([CH3:6])[C:3]([NH2:5])=[O:4].[CH2:8]=[O:9]. Given the product [OH:9][CH2:8][NH:5][C:3](=[O:4])[C:2]([CH3:7])([CH3:6])[CH3:1], predict the reactants needed to synthesize it.